Task: Predict the product of the given reaction.. Dataset: Forward reaction prediction with 1.9M reactions from USPTO patents (1976-2016) (1) Given the reactants Cl[C:2]([O-:4])=[O:3].[OH:5][CH2:6][CH:7]1[O:11][N:10]=[C:9]([C:12]2[N:17]=[CH:16][C:15]([C:18]3[CH:23]=[CH:22][C:21]([N:24]4[CH2:28][C@H:27]([CH2:29][N:30]5[CH:34]=[CH:33][N:32]=[N:31]5)[O:26][C:25]4=[O:35])=[CH:20][C:19]=3[F:36])=[CH:14][CH:13]=2)[CH2:8]1.CN([CH:40]=[O:41])C.N1[CH:47]=[CH:46]C=CC=1.[C:48]([O:51][CH2:52][CH3:53])(=O)[CH3:49], predict the reaction product. The product is: [C:2](=[O:3])([O:4][CH2:49][CH2:48][O:51][CH2:52][CH2:53][O:5][CH2:6][CH2:7][O:11][CH2:46][CH2:47][O:41][CH3:40])[O:5][CH2:6][CH:7]1[O:11][N:10]=[C:9]([C:12]2[CH:13]=[CH:14][C:15]([C:18]3[CH:23]=[CH:22][C:21]([N:24]4[CH2:28][C@H:27]([CH2:29][N:30]5[CH:34]=[CH:33][N:32]=[N:31]5)[O:26][C:25]4=[O:35])=[CH:20][C:19]=3[F:36])=[CH:16][N:17]=2)[CH2:8]1. (2) Given the reactants Br[C:2](=[CH2:22])[CH2:3][C:4]1([C:17]([O:19][CH2:20][CH3:21])=[O:18])[CH2:9][CH2:8][N:7]([C:10]([O:12][C:13]([CH3:16])([CH3:15])[CH3:14])=[O:11])[CH2:6][CH2:5]1.C1C=CC(P(C2C(C3C(P(C4C=CC=CC=4)C4C=CC=CC=4)=CC=C4C=3C=CC=C4)=C3C(C=CC=C3)=CC=2)C2C=CC=CC=2)=CC=1.C([Zn][CH2:72][CH3:73])C, predict the reaction product. The product is: [CH2:22]=[C:2]([CH2:72][CH3:73])[CH2:3][C:4]1([C:17]([O:19][CH2:20][CH3:21])=[O:18])[CH2:9][CH2:8][N:7]([C:10]([O:12][C:13]([CH3:14])([CH3:15])[CH3:16])=[O:11])[CH2:6][CH2:5]1. (3) Given the reactants [CH3:1][C:2]([Si:5](Cl)([C:12]1[CH:17]=[CH:16][CH:15]=[CH:14][CH:13]=1)[C:6]1[CH:11]=[CH:10][CH:9]=[CH:8][CH:7]=1)([CH3:4])[CH3:3].[CH3:19][O:20][C:21]([C@@H:23]1[CH2:27][C@@H:26]([OH:28])[CH2:25][N:24]1[C:29](=[O:42])[NH:30][C:31]1[CH:36]=[CH:35][C:34]([O:37][C:38]([F:41])([F:40])[F:39])=[CH:33][CH:32]=1)=[O:22].N1C=CN=C1.O, predict the reaction product. The product is: [CH3:19][O:20][C:21]([C@@H:23]1[CH2:27][C@@H:26]([O:28][Si:5]([C:2]([CH3:4])([CH3:3])[CH3:1])([C:12]2[CH:17]=[CH:16][CH:15]=[CH:14][CH:13]=2)[C:6]2[CH:11]=[CH:10][CH:9]=[CH:8][CH:7]=2)[CH2:25][N:24]1[C:29](=[O:42])[NH:30][C:31]1[CH:32]=[CH:33][C:34]([O:37][C:38]([F:39])([F:40])[F:41])=[CH:35][CH:36]=1)=[O:22]. (4) Given the reactants [NH2:1][C:2]1[O:6][N:5]=[C:4]([CH3:7])[C:3]=1[Br:8].[Br:9][C:10]1[CH:11]=[CH:12][C:13]([O:20][CH3:21])=[C:14]([S:16](Cl)(=[O:18])=[O:17])[CH:15]=1, predict the reaction product. The product is: [Br:9][C:10]1[CH:11]=[CH:12][C:13]([O:20][CH3:21])=[C:14]([S:16]([NH:1][C:2]2[O:6][N:5]=[C:4]([CH3:7])[C:3]=2[Br:8])(=[O:17])=[O:18])[CH:15]=1.